From a dataset of Catalyst prediction with 721,799 reactions and 888 catalyst types from USPTO. Predict which catalyst facilitates the given reaction. (1) Product: [CH3:1][N:2]([CH2:10][C:11]1[O:12][C:13]([C:23]2[CH:28]=[CH:27][CH:26]=[CH:25][C:24]=2[CH3:29])=[C:14]([S:41]([C:31]2[CH:36]=[CH:35][CH:34]=[CH:33][CH:32]=2)(=[O:45])=[O:43])[CH:15]=1)[C:3](=[O:9])[O:4][C:5]([CH3:8])([CH3:7])[CH3:6]. The catalyst class is: 13. Reactant: [CH3:1][N:2]([CH2:10][C:11]1[O:12][C:13]([C:23]2[CH:28]=[CH:27][CH:26]=[CH:25][C:24]=2[CH3:29])=[C:14](SC2C=CC=CC=2)[CH:15]=1)[C:3](=[O:9])[O:4][C:5]([CH3:8])([CH3:7])[CH3:6].Cl[C:31]1[CH:36]=[CH:35][CH:34]=[C:33](C(OO)=O)[CH:32]=1.[S:41]([O-:45])([O-])(=[O:43])=S.[Na+].[Na+]. (2) Reactant: [Cl:1][C:2]1[CH:7]=[CH:6][C:5]([C:8]2[N:12]([CH:13]([CH:18]3[CH2:23][CH2:22][CH2:21][CH2:20][CH2:19]3)[C:14]([CH3:17])([OH:16])[CH3:15])[C:11]3[CH:24]=[C:25]([F:29])[C:26]([F:28])=[CH:27][C:10]=3[N:9]=2)=[CH:4][CH:3]=1.F[C:31]1[CH:38]=[CH:37][C:34]([C:35]#[N:36])=[CH:33][CH:32]=1.C[Si]([N-][Si](C)(C)C)(C)C.[K+]. Product: [Cl:1][C:2]1[CH:7]=[CH:6][C:5]([C:8]2[N:12]([CH:13]([CH:18]3[CH2:23][CH2:22][CH2:21][CH2:20][CH2:19]3)[C:14]([CH3:15])([CH3:17])[O:16][C:31]3[CH:38]=[CH:37][C:34]([C:35]#[N:36])=[CH:33][CH:32]=3)[C:11]3[CH:24]=[C:25]([F:29])[C:26]([F:28])=[CH:27][C:10]=3[N:9]=2)=[CH:4][CH:3]=1. The catalyst class is: 7. (3) Reactant: [C:1]1([C:21]2[CH:26]=[CH:25][CH:24]=[CH:23][CH:22]=2)[CH:6]=[CH:5][C:4]([NH:7][C:8]2[CH:13]=[N:12][CH:11]=[C:10]3[S:14][C:15]([C:17]([NH:19][OH:20])=[NH:18])=[CH:16][C:9]=23)=[CH:3][CH:2]=1.[Cl:27][C:28]([Cl:39])([Cl:38])[C:29](O[C:29](=O)[C:28]([Cl:39])([Cl:38])[Cl:27])=O. Product: [C:1]1([C:21]2[CH:22]=[CH:23][CH:24]=[CH:25][CH:26]=2)[CH:6]=[CH:5][C:4]([NH:7][C:8]2[CH:13]=[N:12][CH:11]=[C:10]3[S:14][C:15]([C:17]4[N:18]=[C:29]([C:28]([Cl:39])([Cl:38])[Cl:27])[O:20][N:19]=4)=[CH:16][C:9]=23)=[CH:3][CH:2]=1. The catalyst class is: 11. (4) Reactant: [N:1]1[C:8]([Cl:9])=[N:7][C:5]([Cl:6])=[N:4][C:2]=1Cl.[NH2:10][CH2:11][C:12]1[CH:21]=[CH:20][C:15]([C:16]([O:18][CH3:19])=[O:17])=[CH:14][CH:13]=1.Cl.CCN(C(C)C)C(C)C.[NH4+].[Cl-]. Product: [CH3:19][O:18][C:16](=[O:17])[C:15]1[CH:20]=[CH:21][C:12]([CH2:11][NH:10][C:2]2[N:1]=[C:8]([Cl:9])[N:7]=[C:5]([Cl:6])[N:4]=2)=[CH:13][CH:14]=1. The catalyst class is: 49. (5) Reactant: [N:1]1[C:8]([Cl:9])=[N:7][C:5](Cl)=[N:4][C:2]=1[Cl:3].C(N(CC)CC)C.[NH:17]1[CH2:22][CH2:21][O:20][CH2:19][CH2:18]1. Product: [Cl:9][C:8]1[N:1]=[C:2]([Cl:3])[N:4]=[C:5]([N:17]2[CH2:22][CH2:21][O:20][CH2:19][CH2:18]2)[N:7]=1. The catalyst class is: 95. (6) Reactant: [CH3:1][C:2]([CH3:21])([CH3:20])[C:3]([C:5]1[C:13]2[C:8](=[CH:9][C:10]([O:14][CH3:15])=[CH:11][CH:12]=2)[N:7]([CH2:16][C:17]([OH:19])=O)[N:6]=1)=[O:4].C1C=CC2N(O)N=NC=2C=1.[CH2:32]([C@H:35]1[CH2:39][CH2:38][C@@H:37]([CH2:40][CH2:41][CH3:42])[NH:36]1)[CH2:33][CH3:34].CCN(C(C)C)C(C)C. Product: [CH2:32]([C@H:35]1[CH2:39][CH2:38][C@@H:37]([CH2:40][CH2:41][CH3:42])[N:36]1[C:17](=[O:19])[CH2:16][N:7]1[C:8]2[C:13](=[CH:12][CH:11]=[C:10]([O:14][CH3:15])[CH:9]=2)[C:5]([C:3](=[O:4])[C:2]([CH3:21])([CH3:1])[CH3:20])=[N:6]1)[CH2:33][CH3:34]. The catalyst class is: 607. (7) Reactant: C([O:5][C:6]([CH:8]1[CH:12]([C:13]2[CH:18]=[CH:17][CH:16]=[C:15]([Cl:19])[CH:14]=2)[C:11]([C:22]2[CH:27]=[CH:26][C:25]([Cl:28])=[CH:24][CH:23]=2)([C:20]#[N:21])[CH:10]([CH2:29][C:30]([CH3:33])([CH3:32])[CH3:31])[NH:9]1)=[O:7])(C)(C)C.[F:34][C:35]([F:40])([F:39])[C:36]([OH:38])=[O:37]. Product: [F:34][C:35]([F:40])([F:39])[C:36]([OH:38])=[O:37].[Cl:19][C:15]1[CH:14]=[C:13]([CH:12]2[C:11]([C:22]3[CH:27]=[CH:26][C:25]([Cl:28])=[CH:24][CH:23]=3)([C:20]#[N:21])[CH:10]([CH2:29][C:30]([CH3:31])([CH3:32])[CH3:33])[NH:9][CH:8]2[C:6]([OH:7])=[O:5])[CH:18]=[CH:17][CH:16]=1. The catalyst class is: 4. (8) Reactant: [OH:1][C:2]1[CH:7]=[CH:6][CH:5]=[CH:4]N=1.[C:8](=[O:11])([O-])[O-:9].[K+].[K+].Br[CH2:15]C(OCC)=O. Product: [CH3:15][O:9][C:8](=[O:11])[CH2:4][C@@H:5]1[CH2:6][CH2:7][CH2:2][O:1]1. The catalyst class is: 21. (9) Reactant: Br[C:2]1[CH:3]=[N:4][C:5]([Cl:8])=[N:6][CH:7]=1.[CH2:9]([N:13]1[CH:17]=[CH:16][CH:15]=[N:14]1)[CH2:10][CH:11]=[CH2:12].C1(P(C2C=CC=CC=2)C2C=CC=CC=2)C=CC=CC=1.C(N(CC)CC)C.Cl. Product: [Cl:8][C:5]1[N:4]=[CH:3][C:2]([CH:12]=[CH:11][CH2:10][CH2:9][N:13]2[CH:17]=[CH:16][CH:15]=[N:14]2)=[CH:7][N:6]=1. The catalyst class is: 274. (10) Reactant: [CH:1]1([N:6]2[C:15]3[N:14]=[C:13]([NH:16][C:17]4[CH:18]=[CH:19][C:20]([C:27]([OH:29])=O)=[C:21]5[C:25]=4[O:24][CH:23]([CH3:26])[CH2:22]5)[N:12]=[CH:11][C:10]=3[N:9]([CH3:30])[C:8](=[O:31])[C@H:7]2[CH2:32][CH3:33])[CH2:5][CH2:4][CH2:3][CH2:2]1.F[B-](F)(F)F.[N:39]1(OC(N(C)C)=[N+](C)C)[C:43]2[CH:44]=[CH:45]C=[CH:47][C:42]=2N=N1.[CH:56]([N:59](C(C)C)CC)(C)C.C(=O)(O)[O-].[Na+]. Product: [CH:1]1([N:6]2[C:15]3[N:14]=[C:13]([NH:16][C:17]4[CH:18]=[CH:19][C:20]([C:27]([NH:39][CH:43]5[CH2:42][CH2:47][N:59]([CH3:56])[CH2:45][CH2:44]5)=[O:29])=[C:21]5[C:25]=4[O:24][CH:23]([CH3:26])[CH2:22]5)[N:12]=[CH:11][C:10]=3[N:9]([CH3:30])[C:8](=[O:31])[C@H:7]2[CH2:32][CH3:33])[CH2:5][CH2:4][CH2:3][CH2:2]1. The catalyst class is: 4.